From a dataset of Catalyst prediction with 721,799 reactions and 888 catalyst types from USPTO. Predict which catalyst facilitates the given reaction. (1) Reactant: [CH3:1][O:2][C:3]1[N:4]=[C:5]2[C:10](=[CH:11][CH:12]=1)[N:9]=[CH:8][C:7]([N+:13]([O-:15])=[O:14])=[C:6]2O.P(Br)(Br)[Br:18]. Product: [Br:18][C:6]1[C:7]([N+:13]([O-:15])=[O:14])=[CH:8][N:9]=[C:10]2[C:5]=1[N:4]=[C:3]([O:2][CH3:1])[CH:12]=[CH:11]2. The catalyst class is: 3. (2) Reactant: [Cl:1][C:2]1[CH:7]=[CH:6][CH:5]=[C:4]([F:8])[C:3]=1[CH2:9][N:10]1[CH:14]=[CH:13][C:12]([NH:15]C(=O)C)=[N:11]1.[OH-].[Na+]. Product: [Cl:1][C:2]1[CH:7]=[CH:6][CH:5]=[C:4]([F:8])[C:3]=1[CH2:9][N:10]1[CH:14]=[CH:13][C:12]([NH2:15])=[N:11]1. The catalyst class is: 14. (3) Reactant: [CH3:1][N:2]([CH3:11])[S:3]([N:6]1[CH:10]=[CH:9][CH:8]=[N:7]1)(=[O:5])=[O:4].[CH2:12]([Li])[CH2:13]CC.CCCCCC.ICC.C([O-])(O)=O.[Na+]. Product: [CH2:12]([C:10]1[N:6]([S:3]([N:2]([CH3:11])[CH3:1])(=[O:4])=[O:5])[N:7]=[CH:8][CH:9]=1)[CH3:13]. The catalyst class is: 1.